Dataset: Full USPTO retrosynthesis dataset with 1.9M reactions from patents (1976-2016). Task: Predict the reactants needed to synthesize the given product. (1) Given the product [F:2][C:3]([F:40])([F:41])[C:4]1[CH:5]=[C:6]([C@H:14]([O:16][C@@H:17]2[C@@H:21]([C:22]3[CH:27]=[CH:26][C:25]([F:28])=[CH:24][CH:23]=3)[CH2:20][N:19]([C:29]3[CH2:33][CH2:32][C:31](=[O:34])[C:30]=3[CH2:35][C:42]#[N:43])[CH2:18]2)[CH3:15])[CH:7]=[C:8]([C:10]([F:13])([F:12])[F:11])[CH:9]=1, predict the reactants needed to synthesize it. The reactants are: [I-].[F:2][C:3]([F:41])([F:40])[C:4]1[CH:5]=[C:6]([C@H:14]([O:16][C@@H:17]2[C@@H:21]([C:22]3[CH:27]=[CH:26][C:25]([F:28])=[CH:24][CH:23]=3)[CH2:20][N:19]([C:29]3[CH2:33][CH2:32][C:31](=[O:34])[C:30]=3[CH2:35][N+](C)(C)C)[CH2:18]2)[CH3:15])[CH:7]=[C:8]([C:10]([F:13])([F:12])[F:11])[CH:9]=1.[C-:42]#[N:43].[Na+]. (2) Given the product [Br:1][C:2]1[CH:3]=[CH:4][C:5]([O:12][CH2:13][C:14]2[CH:15]=[CH:16][C:17]([Cl:20])=[CH:18][CH:19]=2)=[C:6]([CH:8]([OH:11])[CH2:9][CH2:10][N:24]2[CH2:25][CH2:26][C@@H:22]([OH:21])[CH2:23]2)[CH:7]=1, predict the reactants needed to synthesize it. The reactants are: [Br:1][C:2]1[CH:3]=[CH:4][C:5]([O:12][CH2:13][C:14]2[CH:19]=[CH:18][C:17]([Cl:20])=[CH:16][CH:15]=2)=[C:6]([C:8](=[O:11])[CH:9]=[CH2:10])[CH:7]=1.[OH:21][C@@H:22]1[CH2:26][CH2:25][NH:24][CH2:23]1.[BH4-].[Na+]. (3) The reactants are: Br[C:2]1[NH:3][C:4]2[CH:5]=[CH:6][CH:7]=[C:8]3[C:14](=[O:15])[NH:13][CH2:12][CH2:11][C:10]=1[C:9]=23.C([Sn](CCCC)(CCCC)[C:21]#[C:22][C:23]1[CH:28]=[CH:27][CH:26]=[CH:25][CH:24]=1)CCC.C(C1C=C(C)C=C(C(C)(C)C)C=1O)(C)(C)C. Given the product [C:23]1([C:22]#[C:21][C:2]2[NH:3][C:4]3[CH:5]=[CH:6][CH:7]=[C:8]4[C:14](=[O:15])[NH:13][CH2:12][CH2:11][C:10]=2[C:9]=34)[CH:28]=[CH:27][CH:26]=[CH:25][CH:24]=1, predict the reactants needed to synthesize it. (4) Given the product [Br:1][C:2]1[C:3]([F:9])=[C:4]([CH:5]=[CH:6][C:7]=1[I:8])[CH:21]=[O:22], predict the reactants needed to synthesize it. The reactants are: [Br:1][C:2]1[C:7]([I:8])=[CH:6][CH:5]=[CH:4][C:3]=1[F:9].[Li+].CC([N-]C(C)C)C.CN([CH:21]=[O:22])C.[Cl-].[NH4+]. (5) Given the product [N+:12]([C:3]1[CH:4]=[N:5][C:6]2[C:11]([C:2]=1[NH:23][CH2:24][C:25]1([C:31]([O:33][CH2:34][CH3:35])=[O:32])[CH2:30][CH2:29][CH2:28][CH2:27][CH2:26]1)=[CH:10][CH:9]=[CH:8][CH:7]=2)([O-:14])=[O:13], predict the reactants needed to synthesize it. The reactants are: Cl[C:2]1[C:11]2[C:6](=[CH:7][CH:8]=[CH:9][CH:10]=2)[N:5]=[CH:4][C:3]=1[N+:12]([O-:14])=[O:13].C(N(CC)CC)C.Cl.[NH2:23][CH2:24][C:25]1([C:31]([O:33][CH2:34][CH3:35])=[O:32])[CH2:30][CH2:29][CH2:28][CH2:27][CH2:26]1. (6) Given the product [CH3:21][O:20][C:3]1([O:2][CH3:1])[CH:4]2[CH2:10][CH2:9][CH:8]1[CH2:7][N:6]([CH2:11][C:12]1[CH:17]=[CH:16][C:15]([O:18][CH3:19])=[CH:14][CH:13]=1)[CH2:5]2, predict the reactants needed to synthesize it. The reactants are: [CH3:1][O:2][C:3]1([O:20][CH3:21])[CH:8]2[CH:9]=[CH:10][CH:4]1[CH2:5][N:6]([CH2:11][C:12]1[CH:17]=[CH:16][C:15]([O:18][CH3:19])=[CH:14][CH:13]=1)[CH2:7]2. (7) Given the product [C:30]([NH:3][CH:4]([C:16]1[CH:17]=[CH:18][C:19]([Cl:22])=[CH:20][CH:21]=1)[C:5]([O:7][C@@H:8]1[CH:13]2[CH2:12][CH2:11][N:10]([CH2:15][CH2:14]2)[CH2:9]1)=[O:6])(=[O:37])[C:31]1[CH:36]=[CH:35][CH:34]=[CH:33][CH:32]=1, predict the reactants needed to synthesize it. The reactants are: Cl.Cl.[NH2:3][CH:4]([C:16]1[CH:21]=[CH:20][C:19]([Cl:22])=[CH:18][CH:17]=1)[C:5]([O:7][C@@H:8]1[CH:13]2[CH2:14][CH2:15][N:10]([CH2:11][CH2:12]2)[CH2:9]1)=[O:6].C(N(CC)CC)C.[C:30](Cl)(=[O:37])[C:31]1[CH:36]=[CH:35][CH:34]=[CH:33][CH:32]=1. (8) Given the product [CH3:26][C:25]1[C:39](=[O:42])[O:40][CH:23]([C:18]2[CH:19]=[CH:20][CH:21]=[CH:22][CH:17]=2)[C:24]=1[C:1]1[CH:6]=[CH:5][CH:4]=[CH:3][CH:2]=1, predict the reactants needed to synthesize it. The reactants are: [C:1]1(B(O)O)[CH:6]=[CH:5][CH:4]=[CH:3][CH:2]=1.C1(P(C2CCCCC2)[C:17]2[CH:22]=[CH:21][CH:20]=[CH:19][C:18]=2[C:23]2C(OC)=C[CH:26]=[CH:25][C:24]=2OC)CCCCC1.[C:39](=[O:42])([O-])[O-:40].[K+].[K+].